From a dataset of Catalyst prediction with 721,799 reactions and 888 catalyst types from USPTO. Predict which catalyst facilitates the given reaction. (1) Reactant: [CH2:1]([N:8]=[C:9]1[C:17]2[C:12](=[CH:13][CH:14]=[C:15]([F:18])[CH:16]=2)[CH2:11][CH2:10]1)[C:2]1[CH:7]=[CH:6][CH:5]=[CH:4][CH:3]=1.[BH4-].[Na+].ClCCl.O. Product: [CH2:1]([NH:8][CH:9]1[C:17]2[C:12](=[CH:13][CH:14]=[C:15]([F:18])[CH:16]=2)[CH2:11][CH2:10]1)[C:2]1[CH:3]=[CH:4][CH:5]=[CH:6][CH:7]=1. The catalyst class is: 8. (2) Reactant: [O:1]1[CH2:6][CH2:5][O:4][C:3]2=[C:7]([C:10]([OH:12])=O)[S:8][CH:9]=[C:2]12.[I:13][C:14]1[CH:15]=[C:16]([CH:18]=[CH:19][CH:20]=1)[NH2:17].C(N(CC)CC)C.CN(C=O)C. Product: [I:13][C:14]1[CH:15]=[C:16]([NH:17][C:10]([C:7]2[S:8][CH:9]=[C:2]3[C:3]=2[O:4][CH2:5][CH2:6][O:1]3)=[O:12])[CH:18]=[CH:19][CH:20]=1. The catalyst class is: 13. (3) Reactant: [CH:1]1([NH:6][C:7]2[CH:12]=[CH:11][N:10]3[N:13]=[C:14]([C:28]4[CH:33]=[CH:32][C:31]([F:34])=[CH:30][CH:29]=4)[C:15]([C:16]4[CH:21]=[CH:20][N:19]=[C:18]([NH:22][CH:23]5[CH2:27][CH2:26][CH2:25][CH2:24]5)[N:17]=4)=[C:9]3[CH:8]=2)[CH2:5][CH2:4][CH2:3][CH2:2]1.[Br:35]N1C(=O)CCC1=O.[OH-].[Na+]. Product: [Br:35][C:8]1[C:9]2[N:10]([N:13]=[C:14]([C:28]3[CH:29]=[CH:30][C:31]([F:34])=[CH:32][CH:33]=3)[C:15]=2[C:16]2[CH:21]=[CH:20][N:19]=[C:18]([NH:22][CH:23]3[CH2:24][CH2:25][CH2:26][CH2:27]3)[N:17]=2)[CH:11]=[CH:12][C:7]=1[NH:6][CH:1]1[CH2:2][CH2:3][CH2:4][CH2:5]1. The catalyst class is: 4. (4) Reactant: C[O:2][C:3](=[O:15])[CH2:4][C:5]1[CH:10]=[CH:9][C:8]([O:11][CH2:12][CH2:13][CH3:14])=[CH:7][CH:6]=1.[OH-].[Na+]. Product: [CH2:12]([O:11][C:8]1[CH:9]=[CH:10][C:5]([CH2:4][C:3]([OH:15])=[O:2])=[CH:6][CH:7]=1)[CH2:13][CH3:14]. The catalyst class is: 30. (5) Reactant: [F:1][C:2]([F:14])([F:13])[C:3]1[CH:8]=[CH:7][CH:6]=[CH:5][C:4]=1[CH2:9][C:10]([OH:12])=[O:11].[C:15](OC(O[C:15]([CH3:18])([CH3:17])[CH3:16])N(C)C)([CH3:18])([CH3:17])[CH3:16]. Product: [F:1][C:2]([F:13])([F:14])[C:3]1[CH:8]=[CH:7][CH:6]=[CH:5][C:4]=1[CH2:9][C:10]([O:12][C:15]([CH3:18])([CH3:17])[CH3:16])=[O:11]. The catalyst class is: 11. (6) Reactant: Cl[C:2]1[CH:7]=[CH:6][N:5]=[C:4]2[O:8][C:9]([C:19]3[CH:24]=[CH:23][CH:22]=[CH:21][CH:20]=3)=[C:10]([C:11]3[CH:16]=[CH:15][C:14]([CH2:17][CH3:18])=[CH:13][CH:12]=3)[C:3]=12.[NH2:25][CH2:26][C:27]([CH3:31])([CH3:30])[CH2:28][OH:29]. Product: [CH2:17]([C:14]1[CH:15]=[CH:16][C:11]([C:10]2[C:3]3[C:4](=[N:5][CH:6]=[CH:7][C:2]=3[NH:25][CH2:26][C:27]([CH3:31])([CH3:30])[CH2:28][OH:29])[O:8][C:9]=2[C:19]2[CH:24]=[CH:23][CH:22]=[CH:21][CH:20]=2)=[CH:12][CH:13]=1)[CH3:18]. The catalyst class is: 58. (7) Reactant: II.C1COCC1.[CH3:8][O:9][C:10]1[CH:28]=[CH:27][C:13]([CH2:14][O:15][C:16]2[CH:17]=[C:18]3[C:23](=[CH:24][CH:25]=2)[C:22](=[O:26])[CH2:21][CH2:20][CH2:19]3)=[CH:12][CH:11]=1.Br[C:30]([F:37])([F:36])[C:31]([O:33][CH2:34][CH3:35])=[O:32]. Product: [CH2:34]([O:33][C:31](=[O:32])[C:30]([F:37])([F:36])[C:22]1([OH:26])[C:23]2[C:18](=[CH:17][C:16]([O:15][CH2:14][C:13]3[CH:12]=[CH:11][C:10]([O:9][CH3:8])=[CH:28][CH:27]=3)=[CH:25][CH:24]=2)[CH2:19][CH2:20][CH2:21]1)[CH3:35]. The catalyst class is: 739. (8) Reactant: [BH4-].[Na+].[Cl:3][C:4]1[N:5]=[C:6]([N:22]2[CH2:27][CH2:26][O:25][CH2:24][CH2:23]2)[C:7]2[S:12][C:11]([C:13]3[CH:14]=[C:15]([C:19](=[O:21])[CH3:20])[CH:16]=[CH:17][CH:18]=3)=[CH:10][C:8]=2[N:9]=1. The catalyst class is: 5. Product: [Cl:3][C:4]1[N:5]=[C:6]([N:22]2[CH2:27][CH2:26][O:25][CH2:24][CH2:23]2)[C:7]2[S:12][C:11]([C:13]3[CH:14]=[C:15]([CH:19]([OH:21])[CH3:20])[CH:16]=[CH:17][CH:18]=3)=[CH:10][C:8]=2[N:9]=1. (9) Reactant: [Cl:1][C:2]1[N:7]=[C:6](Cl)[CH:5]=[CH:4][N:3]=1.Cl.[NH2:10][C:11]1[C:16]([CH3:17])=[CH:15][C:14](/[CH:18]=[CH:19]/[C:20]#[N:21])=[CH:13][C:12]=1[CH3:22].C(N(CC)C(C)C)(C)C.C(OCC)(=O)C. Product: [Cl:1][C:2]1[N:7]=[C:6]([NH:10][C:11]2[C:16]([CH3:17])=[CH:15][C:14](/[CH:18]=[CH:19]/[C:20]#[N:21])=[CH:13][C:12]=2[CH3:22])[CH:5]=[CH:4][N:3]=1. The catalyst class is: 6.